From a dataset of NCI-60 drug combinations with 297,098 pairs across 59 cell lines. Regression. Given two drug SMILES strings and cell line genomic features, predict the synergy score measuring deviation from expected non-interaction effect. (1) Drug 1: CCC1(CC2CC(C3=C(CCN(C2)C1)C4=CC=CC=C4N3)(C5=C(C=C6C(=C5)C78CCN9C7C(C=CC9)(C(C(C8N6C=O)(C(=O)OC)O)OC(=O)C)CC)OC)C(=O)OC)O.OS(=O)(=O)O. Drug 2: CC=C1C(=O)NC(C(=O)OC2CC(=O)NC(C(=O)NC(CSSCCC=C2)C(=O)N1)C(C)C)C(C)C. Cell line: SR. Synergy scores: CSS=96.8, Synergy_ZIP=0.0115, Synergy_Bliss=-1.34, Synergy_Loewe=-1.03, Synergy_HSA=-1.51. (2) Drug 1: CCCCCOC(=O)NC1=NC(=O)N(C=C1F)C2C(C(C(O2)C)O)O. Drug 2: C1=CC=C(C=C1)NC(=O)CCCCCCC(=O)NO. Cell line: SNB-75. Synergy scores: CSS=9.37, Synergy_ZIP=-2.84, Synergy_Bliss=-0.116, Synergy_Loewe=-7.01, Synergy_HSA=-0.520. (3) Drug 1: CC(C)(C#N)C1=CC(=CC(=C1)CN2C=NC=N2)C(C)(C)C#N. Drug 2: CC12CCC3C(C1CCC2OP(=O)(O)O)CCC4=C3C=CC(=C4)OC(=O)N(CCCl)CCCl.[Na+]. Cell line: A549. Synergy scores: CSS=17.9, Synergy_ZIP=1.04, Synergy_Bliss=2.93, Synergy_Loewe=0.341, Synergy_HSA=0.341.